Dataset: CYP2D6 substrate classification data from Carbon-Mangels et al.. Task: Regression/Classification. Given a drug SMILES string, predict its absorption, distribution, metabolism, or excretion properties. Task type varies by dataset: regression for continuous measurements (e.g., permeability, clearance, half-life) or binary classification for categorical outcomes (e.g., BBB penetration, CYP inhibition). Dataset: cyp2d6_substrate_carbonmangels. (1) The drug is Cc1ccccc1[C@H](OCCN(C)C)c1ccccc1. The result is 1 (substrate). (2) The drug is CN(C(=O)c1c(O)n(C)c2ccccc2c1=O)c1ccccc1. The result is 0 (non-substrate). (3) The compound is CCC(C)(C)NC[C@H](O)COc1ccccc1C(=O)CCc1ccccc1. The result is 1 (substrate). (4) The molecule is CO[C@H]1C=CO[C@@]2(C)Oc3c(C)c(O)c4c(c3C2=O)C2=NC3(CCN(CC(C)C)CC3)NC2=C(NC(=O)C(C)=CC=C[C@H](C)[C@H](O)[C@@H](C)[C@@H](O)[C@@H](C)[C@H](OC(C)=O)[C@@H]1C)C4=O. The result is 0 (non-substrate).